From a dataset of Reaction yield outcomes from USPTO patents with 853,638 reactions. Predict the reaction yield, written as a fraction of the theoretical maximum amount of product (1.0 means a 100% yield; for example, 0.34 means a 34% yield). (1) The reactants are [CH3:1][O:2][C:3](=[O:16])[CH2:4][C:5]1[CH:10]=[CH:9][CH:8]=[C:7]([O:11][CH2:12][CH2:13][CH2:14]Br)[CH:6]=1.[C:17]1([CH:23]([C:35]2[CH:40]=[CH:39][CH:38]=[CH:37][CH:36]=2)[CH2:24][NH:25][CH2:26][C:27]2[CH:32]=[CH:31][C:30]([O:33][CH3:34])=[CH:29][CH:28]=2)[CH:22]=[CH:21][CH:20]=[CH:19][CH:18]=1.C([O-])([O-])=O.[K+].[K+]. The catalyst is C(#N)C. The product is [C:35]1([CH:23]([C:17]2[CH:22]=[CH:21][CH:20]=[CH:19][CH:18]=2)[CH2:24][N:25]([CH2:26][C:27]2[CH:28]=[CH:29][C:30]([O:33][CH3:34])=[CH:31][CH:32]=2)[CH2:14][CH2:13][CH2:12][O:11][C:7]2[CH:6]=[C:5]([CH2:4][C:3]([O:2][CH3:1])=[O:16])[CH:10]=[CH:9][CH:8]=2)[CH:36]=[CH:37][CH:38]=[CH:39][CH:40]=1. The yield is 0.550. (2) The reactants are [NH:1]1[CH2:6][CH2:5][CH2:4][CH2:3][CH2:2]1.[F:7][C:8]1[CH:9]=[C:10]([N+:15]([O-:17])=[O:16])[CH:11]=[CH:12][C:13]=1F.C(N(C(C)C)CC)(C)C. The catalyst is C(#N)C. The product is [F:7][C:8]1[CH:9]=[C:10]([N+:15]([O-:17])=[O:16])[CH:11]=[CH:12][C:13]=1[N:1]1[CH2:6][CH2:5][CH2:4][CH2:3][CH2:2]1. The yield is 0.920. (3) The reactants are [CH2:1]([O:3][C:4]1[CH:9]=[CH:8][C:7]([F:10])=[CH:6][CH:5]=1)[CH3:2].CN(C)CCN(C)CCN(C)C.[Li]CCCC.CN([CH:31]=[O:32])C. The catalyst is C1COCC1. The product is [CH2:1]([O:3][C:4]1[CH:5]=[CH:6][C:7]([F:10])=[C:8]([CH:9]=1)[CH:31]=[O:32])[CH3:2]. The yield is 0.550. (4) The reactants are C[O:2][C:3](=[O:24])[CH2:4][O:5][C:6]1[CH:11]=[CH:10][C:9]([CH2:12][CH2:13][CH2:14][CH2:15][NH:16][C:17]([O:19][C:20]([CH3:23])([CH3:22])[CH3:21])=[O:18])=[CH:8][CH:7]=1.[OH-].[K+]. The catalyst is CO. The product is [C:20]([O:19][C:17]([NH:16][CH2:15][CH2:14][CH2:13][CH2:12][C:9]1[CH:8]=[CH:7][C:6]([O:5][CH2:4][C:3]([OH:24])=[O:2])=[CH:11][CH:10]=1)=[O:18])([CH3:23])([CH3:21])[CH3:22]. The yield is 0.970. (5) The reactants are [CH2:1]([NH:8][C:9]([C:11]1[S:15][C:14]([C:16]#[CH:17])=[N:13][C:12]=1[CH3:18])=[O:10])[C:2]1[CH:7]=[CH:6][CH:5]=[CH:4][CH:3]=1.C(N(CC)C(C)C)(C)C.[N:28]([CH2:31][CH2:32][C:33]1[CH:38]=[CH:37][C:36]([F:39])=[CH:35][CH:34]=1)=[N+:29]=[N-:30]. The catalyst is O1CCCC1.[Cu]I. The product is [CH2:1]([NH:8][C:9]([C:11]1[S:15][C:14]([C:16]2[N:30]=[N:29][N:28]([CH2:31][CH2:32][C:33]3[CH:38]=[CH:37][C:36]([F:39])=[CH:35][CH:34]=3)[CH:17]=2)=[N:13][C:12]=1[CH3:18])=[O:10])[C:2]1[CH:3]=[CH:4][CH:5]=[CH:6][CH:7]=1. The yield is 0.550. (6) The product is [Br:30][C:14]1[C:13](=[O:29])[N:12]([C:11]2[CH:10]=[CH:9][C:4]([C:5]([O:7][CH3:8])=[O:6])=[CH:3][C:2]=2[Cl:1])[C:17]([CH3:18])=[CH:16][C:15]=1[O:19][CH2:20][C:21]1[CH:26]=[CH:25][C:24]([F:27])=[CH:23][C:22]=1[F:28]. The reactants are [Cl:1][C:2]1[CH:3]=[C:4]([CH:9]=[CH:10][C:11]=1[N:12]1[C:17]([CH3:18])=[CH:16][C:15]([O:19][CH2:20][C:21]2[CH:26]=[CH:25][C:24]([F:27])=[CH:23][C:22]=2[F:28])=[CH:14][C:13]1=[O:29])[C:5]([O:7][CH3:8])=[O:6].[Br:30]N1C(=O)CCC1=O. The catalyst is C(Cl)Cl. The yield is 0.240.